Dataset: Catalyst prediction with 721,799 reactions and 888 catalyst types from USPTO. Task: Predict which catalyst facilitates the given reaction. (1) Reactant: C(N[C@H](C(N[C@H:17]([C:21]([OH:23])=[O:22])[CH:18](C)C)=O)[C@H](CC)C)(OC(C)(C)C)=O.CC1C=C(C)C(S(N2N=C([N+]([O-])=O)N=C2)(=O)=[O:33])=C(C)C=1.C[C:45]1[NH:46][CH:47]=[CH:48][N:49]=1. Product: [CH:47]1[N:46]=[CH:45][NH:49][C:48]=1[CH2:18][C@H:17]([OH:33])[C:21]([OH:23])=[O:22]. The catalyst class is: 2. (2) Reactant: [NH3:1].Cl[C:3]1[C:12]2[C:7](=[CH:8][C:9]([O:15][CH3:16])=[C:10]([O:13][CH3:14])[CH:11]=2)[N:6]=[C:5]([N:17]2[CH2:22][CH2:21][N:20]([C:23]([CH:25]3[CH2:29][CH2:28][CH2:27][CH2:26]3)=[O:24])[CH2:19][CH2:18]2)[N:4]=1. Product: [NH2:1][C:3]1[C:12]2[C:7](=[CH:8][C:9]([O:15][CH3:16])=[C:10]([O:13][CH3:14])[CH:11]=2)[N:6]=[C:5]([N:17]2[CH2:22][CH2:21][N:20]([C:23]([CH:25]3[CH2:29][CH2:28][CH2:27][CH2:26]3)=[O:24])[CH2:19][CH2:18]2)[N:4]=1. The catalyst class is: 7. (3) Reactant: CCCCCC.C([Li])CCC.[F:12][C:13]1[CH:21]=[CH:20][C:16]2[S:17][CH:18]=[CH:19][C:15]=2[CH:14]=1.[Br:22][C:23]1[C:32]2[C:27](=[CH:28][CH:29]=[CH:30][CH:31]=2)[CH:26]=[C:25]([CH:33]=[O:34])[CH:24]=1.[Cl-].[NH4+]. Product: [Br:22][C:23]1[C:32]2[C:27](=[CH:28][CH:29]=[CH:30][CH:31]=2)[CH:26]=[C:25]([CH:33]([C:18]2[S:17][C:16]3[CH:20]=[CH:21][C:13]([F:12])=[CH:14][C:15]=3[CH:19]=2)[OH:34])[CH:24]=1. The catalyst class is: 1. (4) Reactant: [CH3:1][O:2][C:3]1[CH:16]=[C:15]([O:17][CH3:18])[CH:14]=[CH:13][C:4]=1[CH2:5][NH:6][C:7]1[N:12]=[CH:11][CH:10]=[CH:9][N:8]=1.C[Si](C)(C)N[Si](C)(C)C.[Li].[Cl:29][C:30]1[CH:31]=[C:32]([S:38](Cl)(=[O:40])=[O:39])[C:33]([F:37])=[CH:34][C:35]=1[F:36]. Product: [Cl:29][C:30]1[C:35]([F:36])=[CH:34][C:33]([F:37])=[C:32]([S:38]([N:6]([CH2:5][C:4]2[CH:13]=[CH:14][C:15]([O:17][CH3:18])=[CH:16][C:3]=2[O:2][CH3:1])[C:7]2[N:8]=[CH:9][CH:10]=[CH:11][N:12]=2)(=[O:40])=[O:39])[CH:31]=1. The catalyst class is: 7. (5) Reactant: Br[CH2:2][C:3]1[CH:20]=[CH:19][C:18]2[C@@H:17]3[C@H:8]([C@H:9]4[C@@:13]([CH2:15][CH2:16]3)([CH3:14])[C@@H:12]([OH:21])[C@@H:11]([CH2:22][C:23]3[CH:24]=[C:25]([CH:29]=[CH:30][CH:31]=3)[C:26]([NH2:28])=[O:27])[CH2:10]4)[CH2:7][CH2:6][C:5]=2[CH:4]=1.[N-:32]=[N+]=[N-].[Na+].O. Product: [NH2:32][CH2:2][C:3]1[CH:20]=[CH:19][C:18]2[C@@H:17]3[C@H:8]([C@H:9]4[C@@:13]([CH2:15][CH2:16]3)([CH3:14])[C@@H:12]([OH:21])[C@@H:11]([CH2:22][C:23]3[CH:24]=[C:25]([CH:29]=[CH:30][CH:31]=3)[C:26]([NH2:28])=[O:27])[CH2:10]4)[CH2:7][CH2:6][C:5]=2[CH:4]=1. The catalyst class is: 3.